Dataset: NCI-60 drug combinations with 297,098 pairs across 59 cell lines. Task: Regression. Given two drug SMILES strings and cell line genomic features, predict the synergy score measuring deviation from expected non-interaction effect. (1) Drug 1: CCC1(CC2CC(C3=C(CCN(C2)C1)C4=CC=CC=C4N3)(C5=C(C=C6C(=C5)C78CCN9C7C(C=CC9)(C(C(C8N6C)(C(=O)OC)O)OC(=O)C)CC)OC)C(=O)OC)O.OS(=O)(=O)O. Drug 2: CC1C(C(CC(O1)OC2CC(CC3=C2C(=C4C(=C3O)C(=O)C5=CC=CC=C5C4=O)O)(C(=O)C)O)N)O. Cell line: UACC-257. Synergy scores: CSS=67.0, Synergy_ZIP=-5.87, Synergy_Bliss=-0.189, Synergy_Loewe=2.58, Synergy_HSA=4.82. (2) Drug 1: CC1=C(C=C(C=C1)NC(=O)C2=CC=C(C=C2)CN3CCN(CC3)C)NC4=NC=CC(=N4)C5=CN=CC=C5. Drug 2: CN1C2=C(C=C(C=C2)N(CCCl)CCCl)N=C1CCCC(=O)O.Cl. Cell line: MALME-3M. Synergy scores: CSS=-4.19, Synergy_ZIP=3.24, Synergy_Bliss=6.06, Synergy_Loewe=-1.69, Synergy_HSA=-1.74. (3) Drug 1: CN1CCC(CC1)COC2=C(C=C3C(=C2)N=CN=C3NC4=C(C=C(C=C4)Br)F)OC. Drug 2: CC1=CC=C(C=C1)C2=CC(=NN2C3=CC=C(C=C3)S(=O)(=O)N)C(F)(F)F. Cell line: SNB-19. Synergy scores: CSS=3.44, Synergy_ZIP=-0.264, Synergy_Bliss=0.530, Synergy_Loewe=-1.26, Synergy_HSA=0.0960. (4) Drug 1: CC12CCC3C(C1CCC2=O)CC(=C)C4=CC(=O)C=CC34C. Drug 2: CC12CCC3C(C1CCC2OP(=O)(O)O)CCC4=C3C=CC(=C4)OC(=O)N(CCCl)CCCl.[Na+]. Cell line: DU-145. Synergy scores: CSS=3.76, Synergy_ZIP=-13.7, Synergy_Bliss=-24.4, Synergy_Loewe=-24.0, Synergy_HSA=-24.4.